Dataset: Full USPTO retrosynthesis dataset with 1.9M reactions from patents (1976-2016). Task: Predict the reactants needed to synthesize the given product. (1) Given the product [C:5]([OH:11])(=[O:6])[CH:4]([CH3:3])[OH:7].[O:11]=[CH:12][C@@H:13]([C@H:15]([C@@H:17]([CH2:19][OH:20])[OH:18])[OH:16])[OH:14], predict the reactants needed to synthesize it. The reactants are: C(O)C(O)[CH:3](O)[CH:4]([OH:7])[CH:5]=[O:6].[O:11]=[CH:12][C@@H:13]([C@H:15]([C@@H:17]([CH2:19][OH:20])[OH:18])[OH:16])[OH:14].C(O)(=O)C. (2) Given the product [CH3:1][O:2][C:3]([C:5]1([NH:14][C:15](=[O:28])[C:16]2[CH:21]=[CH:20][C:19]([O:22][CH3:23])=[C:18]([OH:24])[CH:17]=2)[CH2:6][C:7]2[C:12](=[CH:11][CH:10]=[CH:9][CH:8]=2)[CH2:13]1)=[O:4], predict the reactants needed to synthesize it. The reactants are: [CH3:1][O:2][C:3]([C:5]1([NH:14][C:15](=[O:28])[C:16]2[CH:21]=[CH:20][C:19]([O:22][CH3:23])=[C:18]([O:24]C(=O)C)[CH:17]=2)[CH2:13][C:12]2[C:7](=[CH:8][CH:9]=[CH:10][CH:11]=2)[CH2:6]1)=[O:4].C(=O)([O-])[O-].[K+].[K+].